From a dataset of Forward reaction prediction with 1.9M reactions from USPTO patents (1976-2016). Predict the product of the given reaction. (1) The product is: [CH2:1]([O:3][C:4](=[O:36])[CH:5]([C:16]1[C:25]([CH3:26])=[CH:24][C:23]2[C:18](=[CH:19][CH:20]=[CH:21][C:22]=2[O:27][CH3:28])[C:17]=1[C:29]1[CH:30]=[CH:31][C:32]([Cl:35])=[CH:33][CH:34]=1)[OH:6])[CH3:2]. Given the reactants [CH2:1]([O:3][C:4](=[O:36])[CH:5]([C:16]1[C:25]([CH3:26])=[CH:24][C:23]2[C:18](=[CH:19][CH:20]=[CH:21][C:22]=2[O:27][CH3:28])[C:17]=1[C:29]1[CH:34]=[CH:33][C:32]([Cl:35])=[CH:31][CH:30]=1)[O:6]CC1C=CC(OC)=CC=1)[CH3:2].FC(F)(F)C(O)=O, predict the reaction product. (2) Given the reactants [CH3:1][C@@H:2]1[CH2:6][S:5](=[O:8])(=[O:7])[NH:4][CH2:3]1.Br[C:10]1[N:15]=[CH:14][C:13]([C:16]([N:18]2[CH2:23][CH2:22][N:21]([C:24]3[C:29]([CH3:30])=[CH:28][C:27]([CH3:31])=[CH:26][N:25]=3)[CH2:20][CH2:19]2)=[O:17])=[CH:12][CH:11]=1, predict the reaction product. The product is: [CH3:30][C:29]1[C:24]([N:21]2[CH2:22][CH2:23][N:18]([C:16]([C:13]3[CH:14]=[N:15][C:10]([N:4]4[CH2:3][C@H:2]([CH3:1])[CH2:6][S:5]4(=[O:8])=[O:7])=[CH:11][CH:12]=3)=[O:17])[CH2:19][CH2:20]2)=[N:25][CH:26]=[C:27]([CH3:31])[CH:28]=1. (3) Given the reactants Br[C:2]1[CH:7]=[CH:6][C:5]([C:8]2[O:12][N:11]=[C:10]([CH3:13])[C:9]=2[CH:14]([OH:24])[CH2:15][S:16][C:17]2[CH:18]=[C:19]([CH3:23])[CH:20]=[CH:21][CH:22]=2)=[CH:4][CH:3]=1.CC1(C)C(C)(C)OB([C:33]2[CH:38]=[CH:37][C:36]([C:39]3([C:42]([NH:44][S:45]([CH3:48])(=[O:47])=[O:46])=[O:43])[CH2:41][CH2:40]3)=[CH:35][CH:34]=2)O1, predict the reaction product. The product is: [OH:24][CH:14]([C:9]1[C:10]([CH3:13])=[N:11][O:12][C:8]=1[C:5]1[CH:6]=[CH:7][C:2]([C:33]2[CH:34]=[CH:35][C:36]([C:39]3([C:42]([NH:44][S:45]([CH3:48])(=[O:47])=[O:46])=[O:43])[CH2:41][CH2:40]3)=[CH:37][CH:38]=2)=[CH:3][CH:4]=1)[CH2:15][S:16][C:17]1[CH:18]=[C:19]([CH3:23])[CH:20]=[CH:21][CH:22]=1. (4) Given the reactants C([N:8]1[CH2:14][C:13]2[CH:15]=[CH:16][C:17]([F:22])=[C:18]([CH:19]3[CH2:21][CH2:20]3)[C:12]=2[O:11][CH2:10][CH2:9]1)C1C=CC=CC=1.[Cl:23]C(OC(Cl)C)=O, predict the reaction product. The product is: [ClH:23].[CH:19]1([C:18]2[C:12]3[O:11][CH2:10][CH2:9][NH:8][CH2:14][C:13]=3[CH:15]=[CH:16][C:17]=2[F:22])[CH2:21][CH2:20]1. (5) Given the reactants Cl[C:2]1[NH:7][C:6](=[O:8])[C:5]2[CH:9]=[CH:10][N:11]([CH2:12][CH3:13])[C:4]=2[CH:3]=1.[F:14][C:15]1[CH:20]=[CH:19][CH:18]=[CH:17][C:16]=1[N:21]1[CH2:26][CH2:25][NH:24][CH2:23][CH2:22]1, predict the reaction product. The product is: [CH2:12]([N:11]1[C:4]2[CH:3]=[C:2]([N:24]3[CH2:23][CH2:22][N:21]([C:16]4[CH:17]=[CH:18][CH:19]=[CH:20][C:15]=4[F:14])[CH2:26][CH2:25]3)[NH:7][C:6](=[O:8])[C:5]=2[CH:9]=[CH:10]1)[CH3:13]. (6) The product is: [NH2:37][C@H:24]1[C@H:25]([OH:29])[C@@H:26]([CH3:28])[CH2:27][N:22]([C:21]2[CH:20]=[CH:19][N:18]=[CH:17][C:16]=2[NH:15][C:12]([C:8]2[CH:7]=[CH:6][C:5]3[C:10](=[CH:11][C:2]([Br:1])=[CH:3][N:4]=3)[N:9]=2)=[O:14])[CH2:23]1. Given the reactants [Br:1][C:2]1[CH:11]=[C:10]2[C:5]([CH:6]=[CH:7][C:8]([C:12]([OH:14])=O)=[N:9]2)=[N:4][CH:3]=1.[NH2:15][C:16]1[CH:17]=[N:18][CH:19]=[CH:20][C:21]=1[N:22]1[CH2:27][C@H:26]([CH3:28])[C@@H:25]([O:29][Si](C(C)(C)C)(C)C)[C@H:24]([NH:37]C(=O)OC(C)(C)C)[CH2:23]1.CCN(C(C)C)C(C)C.CN(C(ON1N=NC2C=CC=NC1=2)=[N+](C)C)C.F[P-](F)(F)(F)(F)F.C(O)(C(F)(F)F)=O, predict the reaction product. (7) Given the reactants [CH3:1][O:2][C:3]1[CH:15]=[CH:14][C:6]([O:7][CH:8]2[CH2:13][CH2:12][CH2:11][CH2:10][O:9]2)=[CH:5][CH:4]=1.[CH2:16]([Li])CCC.CI.O, predict the reaction product. The product is: [CH3:1][O:2][C:3]1[CH:15]=[CH:14][C:6]([O:7][CH:8]2[CH2:13][CH2:12][CH2:11][CH2:10][O:9]2)=[C:5]([CH3:16])[CH:4]=1.